From a dataset of Catalyst prediction with 721,799 reactions and 888 catalyst types from USPTO. Predict which catalyst facilitates the given reaction. (1) Reactant: [CH2:1]([O:4][C:5]1[CH:10]=[C:9]([N+:11]([O-])=O)[CH:8]=[CH:7][C:6]=1[N:14]1[C:18]([CH3:19])=[N:17][CH:16]=[N:15]1)[CH:2]=[CH2:3].CO.[Cl-].[NH4+]. Product: [CH2:1]([O:4][C:5]1[CH:10]=[C:9]([CH:8]=[CH:7][C:6]=1[N:14]1[C:18]([CH3:19])=[N:17][CH:16]=[N:15]1)[NH2:11])[CH:2]=[CH2:3]. The catalyst class is: 150. (2) Reactant: [NH2:1][C:2]1[C:3]([SH:12])=[CH:4][C:5]2[C:10]([CH:11]=1)=[CH:9][CH:8]=[CH:7][CH:6]=2.[CH2:13]([CH:15]([CH2:26][CH3:27])[CH2:16][C:17]1([C:23](Cl)=[O:24])[CH2:22][CH2:21][CH2:20][CH2:19][CH2:18]1)[CH3:14]. Product: [CH2:13]([CH:15]([CH2:26][CH3:27])[CH2:16][C:17]1([C:23]([NH:1][C:2]2[C:3]([S:12][C:23]([C:17]3([CH2:16][CH:15]([CH2:26][CH3:27])[CH2:13][CH3:14])[CH2:18][CH2:19][CH2:20][CH2:21][CH2:22]3)=[O:24])=[CH:4][C:5]3[C:10]([CH:11]=2)=[CH:9][CH:8]=[CH:7][CH:6]=3)=[O:24])[CH2:22][CH2:21][CH2:20][CH2:19][CH2:18]1)[CH3:14]. The catalyst class is: 17. (3) Reactant: [CH:1]([C:3]1[CH:4]=[N:5][CH:6]=[CH:7][C:8]=1[C:9]1[CH:10]=[C:11]([CH:14]=[CH:15][CH:16]=1)[C:12]#[N:13])=[O:2].[Cl:17][C:18]1[CH:23]=[CH:22][C:21]([Mg]Br)=[CH:20][CH:19]=1. Product: [Cl:17][C:18]1[CH:23]=[CH:22][C:21]([CH:1]([OH:2])[C:3]2[CH:4]=[N:5][CH:6]=[CH:7][C:8]=2[C:9]2[CH:10]=[C:11]([CH:14]=[CH:15][CH:16]=2)[C:12]#[N:13])=[CH:20][CH:19]=1. The catalyst class is: 1. (4) Product: [CH2:13]([N:18]([CH2:17][CH3:20])[C:2]1[CH:3]=[C:4]([CH2:8][C:9]([O:11][CH3:12])=[O:10])[CH:5]=[CH:6][CH:7]=1)[CH3:14].[CH2:13]([NH:1][C:2]1[CH:3]=[C:4]([CH2:8][C:9]([O:11][CH3:12])=[O:10])[CH:5]=[CH:6][CH:7]=1)[CH3:14]. The catalyst class is: 52. Reactant: [NH2:1][C:2]1[CH:3]=[C:4]([CH2:8][C:9]([O:11][CH3:12])=[O:10])[CH:5]=[CH:6][CH:7]=1.[CH:13](=O)[CH3:14].[BH3-][C:17]#[N:18].[Na+].[CH3:20]O. (5) Reactant: [Cl:1][C:2]1[CH:3]=[C:4]([CH:21]=[CH:22][C:23]=1[F:24])[CH2:5][N:6]1[CH2:15][CH2:14][C:13]2[C:8](=[C:9]([O:18]C)[C:10](=[O:17])[N:11]([CH3:16])[CH:12]=2)[C:7]1=[O:20].Br. Product: [Cl:1][C:2]1[CH:3]=[C:4]([CH:21]=[CH:22][C:23]=1[F:24])[CH2:5][N:6]1[CH2:15][CH2:14][C:13]2[C:8](=[C:9]([OH:18])[C:10](=[O:17])[N:11]([CH3:16])[CH:12]=2)[C:7]1=[O:20]. The catalyst class is: 15. (6) Reactant: [F:1][C:2]1[CH:10]=[CH:9][C:8]([F:11])=[C:7]2[C:3]=1[C:4]([C:26]([O:28]C)=[O:27])=[N:5][N:6]2[CH2:12][C:13]1[CH:18]=[CH:17][C:16]([C:19]2[CH:20]=[N:21][N:22]([CH3:24])[CH:23]=2)=[CH:15][C:14]=1[F:25].CO.[OH-].[Na+].Cl. Product: [F:1][C:2]1[CH:10]=[CH:9][C:8]([F:11])=[C:7]2[C:3]=1[C:4]([C:26]([OH:28])=[O:27])=[N:5][N:6]2[CH2:12][C:13]1[CH:18]=[CH:17][C:16]([C:19]2[CH:20]=[N:21][N:22]([CH3:24])[CH:23]=2)=[CH:15][C:14]=1[F:25]. The catalyst class is: 20.